Dataset: Forward reaction prediction with 1.9M reactions from USPTO patents (1976-2016). Task: Predict the product of the given reaction. (1) Given the reactants [Br:1][C:2]1[CH:7]=[CH:6][CH:5]=[CH:4][C:3]=1[CH2:8][C:9]([CH3:29])([CH3:28])[CH2:10][C:11]([CH:17]=[N:18][C:19]1[CH:27]=[CH:26][CH:25]=[C:24]2[C:20]=1[CH:21]=[N:22][NH:23]2)([OH:16])[C:12]([F:15])([F:14])[F:13].B(Br)(Br)Br.C(=O)(O)[O-].[Na+], predict the reaction product. The product is: [Br:1][C:2]1[C:3]2[CH2:8][C:9]([CH3:29])([CH3:28])[CH2:10][C:11]([C:12]([F:15])([F:14])[F:13])([OH:16])[CH:17]([NH:18][C:19]3[CH:27]=[CH:26][CH:25]=[C:24]4[C:20]=3[CH:21]=[N:22][NH:23]4)[C:4]=2[CH:5]=[CH:6][CH:7]=1. (2) Given the reactants [F:1][C:2]([F:14])([F:13])[C:3]1[CH:8]=[CH:7][C:6]([CH2:9][C:10](O)=O)=[CH:5][CH:4]=1.[CH3:15][O:16][C:17]1[N:22]=[CH:21][C:20]([NH2:23])=[CH:19][CH:18]=1.ON1C2C=CC=CC=2N=N1.Cl.CN(C)CCCN=C=NCC.C(N(CC)C(C)C)(C)C.B.O1CCCC1.Cl, predict the reaction product. The product is: [CH3:15][O:16][C:17]1[N:22]=[CH:21][C:20]([NH:23][CH2:10][CH2:9][C:6]2[CH:7]=[CH:8][C:3]([C:2]([F:14])([F:13])[F:1])=[CH:4][CH:5]=2)=[CH:19][CH:18]=1. (3) Given the reactants [C:1]([O-:13])(=[O:12])[CH2:2][C:3]([CH2:8][C:9]([O-:11])=[O:10])([C:5]([O-:7])=[O:6])[OH:4].[Zn:14].C(O)[C@H]1O[C@H](O[C@H]2O[C@H](CO)[C@@H](O)[C@H](O)[C@H]2O)[C@H](O)[C@@H](O)[C@@H]1O.N[C@H](C(O)=O)[C@H](CC)C, predict the reaction product. The product is: [C:1]([O-:13])(=[O:12])[CH2:2][C:3]([CH2:8][C:9]([O-:11])=[O:10])([C:5]([O-:7])=[O:6])[OH:4].[Zn:14]. (4) Given the reactants [CH3:1][O:2][C:3](=[O:12])[C:4]1[CH:9]=[CH:8][C:7]([F:10])=[C:6]([OH:11])[CH:5]=1.[H-].[Na+].[Cl:15][C:16]1[CH:21]=[C:20]([N+]([O-])=O)[CH:19]=[CH:18][N:17]=1.O, predict the reaction product. The product is: [CH3:1][O:2][C:3](=[O:12])[C:4]1[CH:9]=[CH:8][C:7]([F:10])=[C:6]([O:11][C:20]2[CH:19]=[CH:18][N:17]=[C:16]([Cl:15])[CH:21]=2)[CH:5]=1. (5) Given the reactants C[Si]([N-][Si](C)(C)C)(C)C.[Na+].[Cl:11][C:12]1[C:17]2[O:18][CH2:19][C:20]([CH3:23])([CH3:22])[NH:21][C:16]=2[CH:15]=[N:14][N:13]=1.I[CH3:25], predict the reaction product. The product is: [Cl:11][C:12]1[C:17]2[O:18][CH2:19][C:20]([CH3:23])([CH3:22])[N:21]([CH3:25])[C:16]=2[CH:15]=[N:14][N:13]=1.